The task is: Predict the product of the given reaction.. This data is from Forward reaction prediction with 1.9M reactions from USPTO patents (1976-2016). (1) Given the reactants C(O)(=O)C.[NH2:5][C:6]1[C:15]([NH:16][C:17](=O)[CH2:18][N:19]([C:21]([O:23][C:24]([CH3:27])([CH3:26])[CH3:25])=[O:22])[CH3:20])=[CH:14][CH:13]=[CH:12][C:7]=1[C:8]([O:10][CH3:11])=[O:9], predict the reaction product. The product is: [C:24]([O:23][C:21]([N:19]([CH2:18][C:17]1[NH:16][C:15]2[CH:14]=[CH:13][CH:12]=[C:7]([C:8]([O:10][CH3:11])=[O:9])[C:6]=2[N:5]=1)[CH3:20])=[O:22])([CH3:27])([CH3:26])[CH3:25]. (2) Given the reactants C(N(CC)CC)C.[CH3:8][O:9][C:10]1[CH:19]=[C:18]2[C:13]([CH:14]=[C:15]([C:21]([OH:23])=O)[C:16](=[O:20])[NH:17]2)=[CH:12][N:11]=1.CN(C(ON1N=NC2C=CC=NC1=2)=[N+](C)C)C.F[P-](F)(F)(F)(F)F.[CH3:48][O:49][C:50](=[O:59])[C:51]1[CH:56]=[CH:55][C:54]([Cl:57])=[C:53]([NH2:58])[CH:52]=1, predict the reaction product. The product is: [CH3:48][O:49][C:50](=[O:59])[C:51]1[CH:56]=[CH:55][C:54]([Cl:57])=[C:53]([NH:58][C:21]([C:15]2[C:16](=[O:20])[NH:17][C:18]3[C:13]([CH:14]=2)=[CH:12][N:11]=[C:10]([O:9][CH3:8])[CH:19]=3)=[O:23])[CH:52]=1. (3) Given the reactants [CH2:1]([O:4][C@@H:5]1[C@@H:9]([CH2:10][OH:11])[O:8][C@@H:7]([N:12]2[CH:19]=[C:18](I)[C:16]([NH2:17])=[N:15][C:13]2=[O:14])[CH2:6]1)[CH:2]=[CH2:3].[CH2:21]([NH:24][C:25](=[O:30])[C:26]([F:29])([F:28])[F:27])[C:22]#[CH:23].CCN(CC)CC, predict the reaction product. The product is: [CH2:1]([O:4][C@@H:5]1[C@@H:9]([CH2:10][OH:11])[O:8][C@@H:7]([N:12]2[CH:19]=[C:18]([C:23]#[C:22][CH2:21][NH:24][C:25](=[O:30])[C:26]([F:29])([F:28])[F:27])[C:16]([NH2:17])=[N:15][C:13]2=[O:14])[CH2:6]1)[CH:2]=[CH2:3]. (4) Given the reactants N(C(OC(C)C)=O)=NC(OC(C)C)=O.[C:15]([O:19][C:20](=[O:35])[NH:21][C@H:22]([C:26]([N:28]1[CH2:33][CH2:32][CH:31]([OH:34])[CH2:30][CH2:29]1)=[O:27])[CH:23]([CH3:25])[CH3:24])([CH3:18])([CH3:17])[CH3:16].[CH3:36][C:37]1[C:38](O)=[N:39][CH:40]=[CH:41][N:42]=1.C1(P(C2C=CC=CC=2)C2C=CC=CC=2)C=CC=CC=1, predict the reaction product. The product is: [C:15]([O:19][C:20](=[O:35])[NH:21][C@H:22]([C:26]([N:28]1[CH2:33][CH2:32][CH:31]([O:34][C:38]2[C:37]([CH3:36])=[N:42][CH:41]=[CH:40][N:39]=2)[CH2:30][CH2:29]1)=[O:27])[CH:23]([CH3:25])[CH3:24])([CH3:17])([CH3:18])[CH3:16]. (5) Given the reactants C([O:3][C:4]([C:6]1([CH2:27][CH:28]2[CH2:30][CH2:29]2)[CH2:11][CH2:10][N:9]([C:12]([C:14]2[CH:19]=[CH:18][C:17]([C:20]3[CH:25]=[CH:24][C:23]([F:26])=[CH:22][CH:21]=3)=[CH:16][CH:15]=2)=[O:13])[CH2:8][CH2:7]1)=[O:5])C.[OH-].[Na+].Cl, predict the reaction product. The product is: [CH:28]1([CH2:27][C:6]2([C:4]([OH:5])=[O:3])[CH2:11][CH2:10][N:9]([C:12]([C:14]3[CH:19]=[CH:18][C:17]([C:20]4[CH:21]=[CH:22][C:23]([F:26])=[CH:24][CH:25]=4)=[CH:16][CH:15]=3)=[O:13])[CH2:8][CH2:7]2)[CH2:30][CH2:29]1. (6) Given the reactants N[CH:2](C1C=CC(OC)=C(OC)C=1)CC(O)=O.[NH2:17][CH:18]([C:23]1[CH:28]=[CH:27][C:26]([O:29][CH2:30][C:31]2[CH:36]=[CH:35][CH:34]=[CH:33][CH:32]=2)=[C:25]([O:37][CH3:38])[CH:24]=1)[CH2:19][C:20]([OH:22])=[O:21], predict the reaction product. The product is: [NH2:17][CH:18]([C:23]1[CH:28]=[CH:27][C:26]([O:29][CH2:30][C:31]2[CH:36]=[CH:35][CH:34]=[CH:33][CH:32]=2)=[C:25]([O:37][CH3:38])[CH:24]=1)[CH2:19][C:20]([O:22][CH3:2])=[O:21]. (7) Given the reactants [CH3:1][C:2]1[CH:6]=[C:5]([NH2:7])[N:4]([C:8]2[C:17]([F:18])=[CH:16][C:15]3[C:10](=[CH:11][CH:12]=[CH:13][CH:14]=3)[CH:9]=2)[N:3]=1.Br[CH2:20][C:21]1[CH:28]=[CH:27][C:24]([C:25]#[N:26])=[CH:23][CH:22]=1, predict the reaction product. The product is: [CH3:1][C:2]1[CH:6]=[C:5]([NH:7][CH2:20][C:21]2[CH:28]=[CH:27][C:24]([C:25]#[N:26])=[CH:23][CH:22]=2)[N:4]([C:8]2[C:17]([F:18])=[CH:16][C:15]3[C:10](=[CH:11][CH:12]=[CH:13][CH:14]=3)[CH:9]=2)[N:3]=1. (8) The product is: [CH:7]1[C:8]([OH:11])=[CH:9][C:10]2[O:18][C:16]([C:15]3[C:14]([C:2]=2[CH:3]=1)=[CH:22][C:21]([OH:23])=[C:20]([OH:25])[CH:19]=3)=[O:17]. Given the reactants Br[C:2]1[CH:10]=[CH:9][C:8]([O:11]C)=[CH:7][C:3]=1C(O)=O.Br[C:14]1[CH:22]=[C:21]([O:23]C)[C:20]([O:25]C)=[CH:19][C:15]=1[C:16]([OH:18])=[O:17].C1C(O)=CC2C(OC3C=C(O)C=CC=3C=2C=1)=O, predict the reaction product.